From a dataset of Forward reaction prediction with 1.9M reactions from USPTO patents (1976-2016). Predict the product of the given reaction. (1) Given the reactants [CH2:1]([NH2:5])[CH:2]([CH3:4])[CH3:3].[N:6]([C:9]1[CH:10]=[CH:11][C:12]([O:15][C:16](=[O:25])[N:17]([CH3:24])[C:18]2[CH:23]=[CH:22][CH:21]=[CH:20][CH:19]=2)=[N:13][CH:14]=1)=[C:7]=[S:8], predict the reaction product. The product is: [CH2:1]([NH:5][C:7](=[S:8])[NH:6][C:9]1[CH:10]=[CH:11][C:12]([O:15][C:16](=[O:25])[N:17]([CH3:24])[C:18]2[CH:23]=[CH:22][CH:21]=[CH:20][CH:19]=2)=[N:13][CH:14]=1)[CH:2]([CH3:4])[CH3:3]. (2) Given the reactants [NH3:1].[O:2]1[C:11]2[C:6](=[CH:7][CH:8]=[CH:9][CH:10]=2)[CH2:5][CH2:4][CH:3]1[C:12]([O:14]C)=O, predict the reaction product. The product is: [O:2]1[C:11]2[C:6](=[CH:7][CH:8]=[CH:9][CH:10]=2)[CH2:5][CH2:4][CH:3]1[C:12]([NH2:1])=[O:14]. (3) Given the reactants [CH2:1]([CH:7]([CH2:10][CH2:11]/[CH:12]=[CH:13]\[CH2:14][CH3:15])[CH2:8][OH:9])[CH2:2]/[CH:3]=[CH:4]\[CH2:5][CH3:6].C(N(CC)CC)C.[CH3:23][S:24](Cl)(=[O:26])=[O:25], predict the reaction product. The product is: [CH3:23][S:24]([O:9][CH2:8][CH:7]([CH2:10][CH2:11]/[CH:12]=[CH:13]\[CH2:14][CH3:15])[CH2:1][CH2:2]/[CH:3]=[CH:4]\[CH2:5][CH3:6])(=[O:26])=[O:25]. (4) The product is: [NH2:1][C:2]1[C:6]2[CH:7]=[C:8]([Cl:11])[CH:9]=[CH:10][C:5]=2[O:4][C:3]=1[C:12](=[O:22])[C:13]1[CH:18]=[C:17]([O:19][CH3:20])[CH:16]=[CH:15][C:14]=1[O:21][CH2:31][CH:30]=[CH2:29]. Given the reactants [NH2:1][C:2]1[C:6]2[CH:7]=[C:8]([Cl:11])[CH:9]=[CH:10][C:5]=2[O:4][C:3]=1[C:12](=[O:22])[C:13]1[CH:18]=[C:17]([O:19][CH3:20])[CH:16]=[CH:15][C:14]=1[OH:21].C(=O)([O-])[O-].[K+].[K+].[CH2:29](Br)[CH:30]=[CH2:31], predict the reaction product. (5) Given the reactants Cl.[CH2:2]1[C:11]2[C:6](=[CH:7][CH:8]=[CH:9][CH:10]=2)[CH2:5][CH2:4][N:3]1[NH2:12].C(N(CC)CC)C.Cl[C:21]([O:23][C:24]1[CH:29]=[CH:28][CH:27]=[CH:26][C:25]=1[Br:30])=[O:22].O, predict the reaction product. The product is: [Br:30][C:25]1[CH:26]=[CH:27][CH:28]=[CH:29][C:24]=1[O:23][C:21](=[O:22])[NH:12][N:3]1[CH2:4][CH2:5][C:6]2[C:11](=[CH:10][CH:9]=[CH:8][CH:7]=2)[CH2:2]1. (6) Given the reactants [Cl:1][C:2]1[CH:8]=[CH:7][C:5]([NH2:6])=[CH:4][CH:3]=1.[CH3:9][C:10]([CH3:12])=O.[BH3-]C#N.[Na+].[O-]S([O-])(=O)=O.[Mg+2], predict the reaction product. The product is: [Cl:1][C:2]1[CH:8]=[CH:7][C:5]([NH:6][CH:10]([CH3:12])[CH3:9])=[CH:4][CH:3]=1. (7) Given the reactants C[Si](Cl)(C)C.Br[CH2:7][CH2:8][Br:9].[C:10]([O:14][C:15]([N:17]1[CH2:21][CH2:20][CH:19](I)[CH2:18]1)=[O:16])([CH3:13])([CH3:12])[CH3:11].I[C:24]1[CH:25]=[N:26]C=C(I)[CH:29]=1, predict the reaction product. The product is: [C:10]([O:14][C:15]([N:17]1[CH2:21][CH2:20][CH:19]([C:24]2[CH:25]=[N:26][CH:7]=[C:8]([Br:9])[CH:29]=2)[CH2:18]1)=[O:16])([CH3:13])([CH3:12])[CH3:11]. (8) Given the reactants [Si]([O:18][CH:19]1[CH2:22][N:21]([C:23]([C:25]2[N:26]=[C:27]([N:30]3[CH2:33][CH:32]([S:34][C:35]4[C@H:36]([CH3:59])[C@@H:37]5[C@@H:54]([C@H:55]([OH:57])[CH3:56])[C:53](=[O:58])[N:38]5[C:39]=4[C:40]([O:42][CH2:43][C:44]4[CH:49]=[CH:48][C:47]([N+:50]([O-:52])=[O:51])=[CH:46][CH:45]=4)=[O:41])[CH2:31]3)[O:28][CH:29]=2)=[O:24])[CH2:20]1)(C(C)(C)C)(C1C=CC=CC=1)C1C=CC=CC=1.C(O)(=O)C.[F-].C([N+](CCCC)(CCCC)CCCC)CCC.[Cl-].[Na+], predict the reaction product. The product is: [OH:18][CH:19]1[CH2:22][N:21]([C:23]([C:25]2[N:26]=[C:27]([N:30]3[CH2:33][CH:32]([S:34][C:35]4[C@H:36]([CH3:59])[C@@H:37]5[C@@H:54]([C@H:55]([OH:57])[CH3:56])[C:53](=[O:58])[N:38]5[C:39]=4[C:40]([O:42][CH2:43][C:44]4[CH:45]=[CH:46][C:47]([N+:50]([O-:52])=[O:51])=[CH:48][CH:49]=4)=[O:41])[CH2:31]3)[O:28][CH:29]=2)=[O:24])[CH2:20]1. (9) Given the reactants [CH3:1][S:2][C:3]1[CH:4]=[CH:5][C:6]([CH:9]([CH2:14][CH:15]2[CH2:20][CH2:19][O:18][CH2:17][CH2:16]2)[C:10](=[O:13])[CH:11]=[CH2:12])=[N:7][CH:8]=1.[OH:21][CH:22]([C:27]1[CH:28]=[CH:29][C:30]([CH:33]=[O:34])=[N:31][CH:32]=1)[C:23]([OH:26])([CH3:25])[CH3:24].C(N(CC)CC)C.O1CCCC1, predict the reaction product. The product is: [OH:21][CH:22]([C:27]1[CH:28]=[CH:29][C:30]([C:33](=[O:34])[CH2:12][CH2:11][C:10](=[O:13])[CH:9]([C:6]2[CH:5]=[CH:4][C:3]([S:2][CH3:1])=[CH:8][N:7]=2)[CH2:14][CH:15]2[CH2:16][CH2:17][O:18][CH2:19][CH2:20]2)=[N:31][CH:32]=1)[C:23]([OH:26])([CH3:24])[CH3:25].